Task: Predict the product of the given reaction.. Dataset: Forward reaction prediction with 1.9M reactions from USPTO patents (1976-2016) (1) The product is: [O:10]=[C:2]1[C:3](=[C:27]2[C:31]3[C:30](=[CH:35][CH:34]=[CH:33][CH:32]=3)[CH:29]([C:36]([OH:38])=[O:37])[O:28]2)[C:4]2[C:9](=[CH:8][CH:7]=[CH:6][CH:5]=2)[NH:1]1. Given the reactants [NH:1]1[C:9]2[C:4](=[CH:5][CH:6]=[CH:7][CH:8]=2)[CH2:3][C:2]1=[O:10].[Li+].C[Si]([N-][Si](C)(C)C)(C)C.C1COCC1.O=[C:27]1[C:31]2[CH:32]=[CH:33][CH:34]=[CH:35][C:30]=2[CH:29]([C:36]([O-:38])=[O:37])[O:28]1.[Li+], predict the reaction product. (2) Given the reactants [CH2:1]([O:8][CH2:9][C:10]([NH:12][C:13]1[C:18](O)=[C:17]([F:20])[C:16]([C:21]2[CH:26]=[CH:25][CH:24]=[CH:23][CH:22]=2)=[C:15]([CH3:27])[C:14]=1[C:28]#[N:29])=[O:11])[C:2]1[CH:7]=[CH:6][CH:5]=[CH:4][CH:3]=1.O.C1(C)C=CC(S(O)(=O)=O)=CC=1, predict the reaction product. The product is: [CH2:1]([O:8][CH2:9][C:10]1[O:11][C:18]2[C:13](=[C:14]([C:28]#[N:29])[C:15]([CH3:27])=[C:16]([C:21]3[CH:26]=[CH:25][CH:24]=[CH:23][CH:22]=3)[C:17]=2[F:20])[N:12]=1)[C:2]1[CH:7]=[CH:6][CH:5]=[CH:4][CH:3]=1. (3) Given the reactants [C:1]([O:5][C:6](=[O:58])[CH2:7][CH2:8][CH2:9][CH2:10][CH2:11][CH2:12][CH2:13][CH2:14][CH2:15][CH2:16][CH2:17][CH2:18][CH2:19][CH2:20][CH2:21][CH2:22][CH2:23][CH2:24][C:25](=[O:57])[NH:26][CH:27]([C:50]([O:52][C:53]([CH3:56])([CH3:55])[CH3:54])=[O:51])[CH2:28][CH2:29][C:30](=[O:49])[NH:31][CH2:32][CH2:33][O:34][CH2:35][CH2:36][O:37][CH2:38][CH2:39][O:40][CH2:41][CH2:42][O:43][CH2:44][CH2:45][C:46]([OH:48])=[O:47])([CH3:4])([CH3:3])[CH3:2].[B-](F)(F)(F)F.CN(C(O[N:72]1[C:77](=[O:78])[CH2:76][CH2:75][C:73]1=[O:74])=[N+](C)C)C.CCN(C(C)C)C(C)C, predict the reaction product. The product is: [C:1]([O:5][C:6](=[O:58])[CH2:7][CH2:8][CH2:9][CH2:10][CH2:11][CH2:12][CH2:13][CH2:14][CH2:15][CH2:16][CH2:17][CH2:18][CH2:19][CH2:20][CH2:21][CH2:22][CH2:23][CH2:24][C:25](=[O:57])[NH:26][CH:27]([C:50]([O:52][C:53]([CH3:56])([CH3:55])[CH3:54])=[O:51])[CH2:28][CH2:29][C:30](=[O:49])[NH:31][CH2:32][CH2:33][O:34][CH2:35][CH2:36][O:37][CH2:38][CH2:39][O:40][CH2:41][CH2:42][O:43][CH2:44][CH2:45][C:46]([O:48][N:72]1[C:77](=[O:78])[CH2:76][CH2:75][C:73]1=[O:74])=[O:47])([CH3:4])([CH3:2])[CH3:3]. (4) The product is: [Br:1][C:2]1[CH:3]=[N:4][C:5]2[N:6]([N:8]=[C:9]([C:11]([N:22]3[CH2:21][CH2:20][C:19]4[C:24](=[C:15]([F:14])[CH:16]=[CH:17][CH:18]=4)[CH:23]3[CH2:25][CH3:26])=[O:13])[CH:10]=2)[CH:7]=1. Given the reactants [Br:1][C:2]1[CH:3]=[N:4][C:5]2[N:6]([N:8]=[C:9]([C:11]([OH:13])=O)[CH:10]=2)[CH:7]=1.[F:14][C:15]1[CH:16]=[CH:17][CH:18]=[C:19]2[C:24]=1[CH:23]([CH2:25][CH3:26])[NH:22][CH2:21][CH2:20]2, predict the reaction product.